The task is: Predict the reactants needed to synthesize the given product.. This data is from Full USPTO retrosynthesis dataset with 1.9M reactions from patents (1976-2016). (1) Given the product [Cl:1][C:2]1[CH:7]=[CH:6][C:5]([CH:8]2[C:17]3[C:12](=[CH:13][CH:14]=[CH:15][CH:16]=3)[CH2:11][CH2:10][N:9]2[C:26]([NH:25][C:22]2[CH:23]=[CH:24][C:19]([F:18])=[CH:20][CH:21]=2)=[O:27])=[CH:4][CH:3]=1, predict the reactants needed to synthesize it. The reactants are: [Cl:1][C:2]1[CH:7]=[CH:6][C:5]([CH:8]2[C:17]3[C:12](=[CH:13][CH:14]=[CH:15][CH:16]=3)[CH2:11][CH2:10][NH:9]2)=[CH:4][CH:3]=1.[F:18][C:19]1[CH:24]=[CH:23][C:22]([N:25]=[C:26]=[O:27])=[CH:21][CH:20]=1. (2) Given the product [F:15][C:6]1[C:5]2[O:4][CH2:3][CH2:2][CH2:11][C:10]=2[C:9]([C:12]([NH2:14])=[O:13])=[CH:8][CH:7]=1, predict the reactants needed to synthesize it. The reactants are: N[C@@H:2]1[CH2:11][C:10]2[C:9]([C:12]([NH2:14])=[O:13])=[CH:8][CH:7]=[C:6]([F:15])[C:5]=2[O:4][CH2:3]1.C(OCC1CC(=O)C1)C1C=CC=CC=1.C([BH3-])#N.[Na+].C(O)(=O)C. (3) Given the product [CH2:21]([CH:18]1[CH2:17][CH2:16][N:15]([C:13](=[O:14])[CH2:12][NH:1][C:2]2[CH:3]=[C:4]3[C:8](=[CH:9][CH:10]=2)[NH:7][N:6]=[CH:5]3)[CH2:20][CH2:19]1)[C:22]1[CH:27]=[CH:26][CH:25]=[CH:24][CH:23]=1, predict the reactants needed to synthesize it. The reactants are: [NH2:1][C:2]1[CH:3]=[C:4]2[C:8](=[CH:9][CH:10]=1)[NH:7][N:6]=[CH:5]2.Cl[CH2:12][C:13]([N:15]1[CH2:20][CH2:19][CH:18]([CH2:21][C:22]2[CH:27]=[CH:26][CH:25]=[CH:24][CH:23]=2)[CH2:17][CH2:16]1)=[O:14].